This data is from Forward reaction prediction with 1.9M reactions from USPTO patents (1976-2016). The task is: Predict the product of the given reaction. (1) Given the reactants [CH3:1][N:2]([CH3:18])[CH2:3][C@H:4]([CH3:17])[C@@:5]([C:9]1[CH:14]=[CH:13][CH:12]=[C:11]([O:15][CH3:16])[CH:10]=1)(O)[CH2:6][CH3:7].FC(F)(F)C(OC(=O)C(F)(F)F)=O, predict the reaction product. The product is: [CH3:16][O:15][C:11]1[CH:10]=[C:9]([C@@H:5]([CH2:6][CH3:7])[C@H:4]([CH3:17])[CH2:3][N:2]([CH3:18])[CH3:1])[CH:14]=[CH:13][CH:12]=1. (2) The product is: [NH2:1][C:2]1[C:6]([Br:7])=[CH:5][S:4][C:3]=1[C:8]([OH:10])=[O:9]. Given the reactants [NH2:1][C:2]1[C:6]([Br:7])=[CH:5][S:4][C:3]=1[C:8]([O:10]C)=[O:9].[OH-].[Na+].Cl, predict the reaction product. (3) Given the reactants [C:1]1([C:7]2[N:8]=[N:9][NH:10][N:11]=2)[CH:6]=[CH:5][CH:4]=[CH:3][CH:2]=1.Br[CH2:13][C:14](=[CH2:18])[C:15](O)=[O:16].C(N(CC)CC)C.[CH:26]([NH:28][NH2:29])=O.C(P1(=O)OP(CCC)(=O)OP(CCC)(=O)O1)CC, predict the reaction product. The product is: [C:1]1([C:7]2[N:8]=[N:9][N:10]([CH2:13][C:14]([C:15]3[O:16][CH:26]=[N:28][N:29]=3)=[CH2:18])[N:11]=2)[CH:2]=[CH:3][CH:4]=[CH:5][CH:6]=1. (4) Given the reactants [NH:1]1[C:5]2[CH:6]=[CH:7][CH:8]=[CH:9][C:4]=2[N:3]=[C:2]1[CH:10]([NH2:20])[CH2:11][C:12]1[CH:17]=[CH:16][C:15]([O:18][CH3:19])=[CH:14][CH:13]=1.[O:21]1[CH:25]=[CH:24][C:23]([CH2:26][NH2:27])=[N:22]1.[C:28](O)(C(F)(F)F)=[O:29], predict the reaction product. The product is: [NH:1]1[C:5]2[CH:6]=[CH:7][CH:8]=[CH:9][C:4]=2[N:3]=[C:2]1[CH:10]([NH:20][C:28]([NH:27][CH2:26][C:23]1[CH:24]=[CH:25][O:21][N:22]=1)=[O:29])[CH2:11][C:12]1[CH:17]=[CH:16][C:15]([O:18][CH3:19])=[CH:14][CH:13]=1. (5) Given the reactants [OH-].[Na+].[CH:3]1[CH:8]=[CH:7][CH:6]=[C:5]2[NH:9][C:10]3[C:11](=[CH:12][C:13]4[NH:14][C:15]5[C:20]([C:21]=4[CH:22]=3)=[CH:19][CH:18]=[CH:17][CH:16]=5)[C:4]=12.Br[CH2:24][CH2:25][CH2:26][CH2:27][CH2:28][CH2:29][CH2:30][CH3:31].CS(C)=O, predict the reaction product. The product is: [CH2:24]([N:14]1[C:13]2[C:21](=[CH:22][C:10]3[N:9]([CH2:7][CH2:8][CH2:3][CH2:4][CH2:11][CH2:10][CH2:22][CH3:21])[C:5]4[C:4]([C:11]=3[CH:12]=2)=[CH:3][CH:8]=[CH:7][CH:6]=4)[C:20]2[C:15]1=[CH:16][CH:17]=[CH:18][CH:19]=2)[CH2:25][CH2:26][CH2:27][CH2:28][CH2:29][CH2:30][CH3:31]. (6) The product is: [N:13]1([CH2:18][C:19]2[CH:20]=[C:21]([NH:22][C:2]3[CH:7]=[CH:6][N:5]4[N:8]=[CH:9][C:10]([CH:11]=[O:12])=[C:4]4[N:3]=3)[CH:23]=[CH:24][CH:25]=2)[CH:17]=[CH:16][N:15]=[CH:14]1. Given the reactants Cl[C:2]1[CH:7]=[CH:6][N:5]2[N:8]=[CH:9][C:10]([CH:11]=[O:12])=[C:4]2[N:3]=1.[N:13]1([CH2:18][C:19]2[CH:20]=[C:21]([CH:23]=[CH:24][CH:25]=2)[NH2:22])[CH:17]=[CH:16][N:15]=[CH:14]1.CCOC(C)=O, predict the reaction product. (7) Given the reactants [Br:1][C:2]1[CH:3]=[C:4]([N+:13]([O-])=O)[C:5]2[N:9]=[C:8]([CH3:10])[N:7]([CH3:11])[C:6]=2[CH:12]=1.C.O.NN.CCCCCCC, predict the reaction product. The product is: [Br:1][C:2]1[CH:3]=[C:4]([NH2:13])[C:5]2[N:9]=[C:8]([CH3:10])[N:7]([CH3:11])[C:6]=2[CH:12]=1. (8) Given the reactants [Cl:1][C:2]1[CH:7]=[C:6]([C:8]2(C#N)[CH2:12][CH2:11][CH2:10][CH2:9]2)[CH:5]=[CH:4][N:3]=1.O.[C:16]([O-:19])(O)=[O:17].[Na+], predict the reaction product. The product is: [Cl:1][C:2]1[CH:7]=[C:6]([C:8]2([C:16]([OH:19])=[O:17])[CH2:12][CH2:11][CH2:10][CH2:9]2)[CH:5]=[CH:4][N:3]=1. (9) Given the reactants [NH:1]1[CH2:6][CH2:5][CH:4]([O:7][CH2:8][C:9]([O:11][CH2:12][CH3:13])=[O:10])[CH2:3][CH2:2]1.CCN(C(C)C)C(C)C.Cl[C:24]([O:26][C:27]1[CH:32]=[CH:31][C:30]([N+:33]([O-:35])=[O:34])=[CH:29][CH:28]=1)=[O:25], predict the reaction product. The product is: [CH2:12]([O:11][C:9](=[O:10])[CH2:8][O:7][CH:4]1[CH2:3][CH2:2][N:1]([C:24]([O:26][C:27]2[CH:28]=[CH:29][C:30]([N+:33]([O-:35])=[O:34])=[CH:31][CH:32]=2)=[O:25])[CH2:6][CH2:5]1)[CH3:13].